Dataset: Reaction yield outcomes from USPTO patents with 853,638 reactions. Task: Predict the reaction yield, written as a fraction of the theoretical maximum amount of product (1.0 means a 100% yield; for example, 0.34 means a 34% yield). (1) The reactants are [NH:1]([C:8]1[N:13]=[C:12]([CH:14]=O)[CH:11]=[CH:10][N:9]=1)[C:2]1[CH:7]=[CH:6][CH:5]=[CH:4][CH:3]=1.Cl.[NH2:17][OH:18].N1C=CC=CC=1. The catalyst is CCO. The product is [NH:1]([C:8]1[N:13]=[C:12]([CH:14]=[N:17][OH:18])[CH:11]=[CH:10][N:9]=1)[C:2]1[CH:7]=[CH:6][CH:5]=[CH:4][CH:3]=1. The yield is 0.920. (2) The reactants are [F:1][C:2]1[CH:30]=[C:29]([N+:31]([O-])=O)[CH:28]=[CH:27][C:3]=1[O:4][C:5]1[N:10]=[CH:9][N:8]=[C:7]([NH:11][C:12](=[O:26])[N:13]([CH:15]2[CH2:20][CH2:19][N:18]([CH2:21][CH2:22][N:23]([CH3:25])[CH3:24])[CH2:17][CH2:16]2)[CH3:14])[CH:6]=1. The catalyst is O1CCCC1.[OH-].[Pd+2].[OH-].[C]. The product is [NH2:31][C:29]1[CH:28]=[CH:27][C:3]([O:4][C:5]2[N:10]=[CH:9][N:8]=[C:7]([NH:11][C:12](=[O:26])[N:13]([CH:15]3[CH2:20][CH2:19][N:18]([CH2:21][CH2:22][N:23]([CH3:25])[CH3:24])[CH2:17][CH2:16]3)[CH3:14])[CH:6]=2)=[C:2]([F:1])[CH:30]=1. The yield is 0.980. (3) The reactants are [CH3:1][C:2]1[CH:10]=[CH:9][C:5]([C:6]([OH:8])=O)=[CH:4][C:3]=1[NH:11][C:12]1[N:17]=[C:16]([C:18]2[CH:19]=[N:20][CH:21]=[CH:22][CH:23]=2)[CH:15]=[CH:14][N:13]=1.S(Cl)(Cl)=O.[F:28][C:29]([F:44])([F:43])[C:30]1[CH:31]=[C:32]([NH2:42])[CH:33]=[C:34]([N:36]2[CH:40]=[C:39]([CH3:41])[N:38]=[CH:37]2)[CH:35]=1.[OH-].[Na+]. The catalyst is CN1CCCC1=O. The product is [CH3:1][C:2]1[CH:10]=[CH:9][C:5]([C:6]([NH:42][C:32]2[CH:31]=[C:30]([C:29]([F:44])([F:43])[F:28])[CH:35]=[C:34]([N:36]3[CH:37]=[N:38][C:39]([CH3:41])=[CH:40]3)[CH:33]=2)=[O:8])=[CH:4][C:3]=1[NH:11][C:12]1[N:13]=[CH:14][CH:15]=[C:16]([C:18]2[CH:23]=[CH:22][CH:21]=[N:20][CH:19]=2)[N:17]=1. The yield is 0.900. (4) The reactants are C([Li])(CC)C.CN(C)CCN(C)C.[CH2:14]([N:16]([CH2:26][CH3:27])[C:17](=[O:25])[C:18]1[CH:23]=[CH:22][C:21]([F:24])=[CH:20][CH:19]=1)[CH3:15].Br[C:29]1[C:34]([CH3:35])=[CH:33][CH:32]=[CH:31][N:30]=1.C([O-])(O)=O.[Na+]. The catalyst is C1COCC1.[Cl-].[Cl-].[Zn+2].C1C=CC([P]([Pd]([P](C2C=CC=CC=2)(C2C=CC=CC=2)C2C=CC=CC=2)([P](C2C=CC=CC=2)(C2C=CC=CC=2)C2C=CC=CC=2)[P](C2C=CC=CC=2)(C2C=CC=CC=2)C2C=CC=CC=2)(C2C=CC=CC=2)C2C=CC=CC=2)=CC=1. The product is [CH2:26]([N:16]([CH2:14][CH3:15])[C:17](=[O:25])[C:18]1[CH:23]=[CH:22][C:21]([F:24])=[CH:20][C:19]=1[C:29]1[C:34]([CH3:35])=[CH:33][CH:32]=[CH:31][N:30]=1)[CH3:27]. The yield is 0.460.